Dataset: Drug-target binding data from BindingDB using IC50 measurements. Task: Regression. Given a target protein amino acid sequence and a drug SMILES string, predict the binding affinity score between them. We predict pIC50 (pIC50 = -log10(IC50 in M); higher means more potent). Dataset: bindingdb_ic50. (1) The small molecule is Cc1nc2ccccc2nc1-c1cc2nc(N3CC[C@@H](F)C3)cc(NCC(C)(C)O)n2n1. The target protein sequence is SKYQDTNMQGVVYELNSYIEQRLDTGGDNQLLLYELSSIIKIATKADGFALYFLGECNNSLCVFIPPGIKEGKPKLIPAGPIAQGTTTSAYVAKSRKTLLVEDILGDERFPRGTGLESGTRIQSVLCLPIVTAIGDLIGILELYRHWGKEAFRLSHQEVATANLAWASVAIHQVQVCRGLAKQTELNDFLLDVSKTYFDNIVAIDSLLEHIMIYAKNLVNADRCALFQVDHKNKELYSDLFDIGEEKEGKPVFKKTKEIRFSIEKGIAGQVARTGEVLNIPDAYADPRFNREVDLYTGYTTRNILCMPIVSRGSVIGVVQMVNKLSGSAFSKTDENNFKMFAVFCALALHCANMYHRIRHSECIYRVTMEKLSYHSICTAEEWQGLMHFNLPGRLCKEIELFHFDVGPFENMWPGIFVYMIHRSCGTACFELEKLCRFIMSVKKNYRRVPYHNWKHAVTVAHCMYAILQNSRGLFTDLERKGLLIACLCHDLDHRGFSNS.... The pIC50 is 9.4. (2) The drug is O=C1Cc2c([nH]c3ccncc23)-c2ccccc2N1. The target protein sequence is MKNWPIDEDINIYEEKNHTNNKNYVNNFEMSDQKDEEEYSHSSNRSEDEDEERTIDNEINRSPNKSYKLGNIIGNGSFGVVYEAICIDTSEQVAIKKVLQDPQYKNRELMIMKNLNHINIIYLKDYYYTESFKKNEKNIFLNVVMEYIPQTVHKYMKYYSRNNQALPMFLVKLYSYQLCRALSYIHSKFICHRDLKPQNLLIDPRTHTLKLCDFGSAKNLLAGQRSVSYICSRFYRAPELMLGSTNYTTHIDLWSLGCIIAEMILGYPIFSGQSSVDQLVRIIQVLGTPTEDQLKEMNPNYADIKFPDVKSKDLRKVFPKGTPDEAINLITQFLKYEPLKRLNPIEALADPFFDELRDPCIKLPKYIDKLPELFNFCKEEIQEMSMECRRKIIPKNVYEEFLMVDENDNNIINDTISNDFNESNLDTNNSNNKTHVIIES. The pIC50 is 5.0.